From a dataset of Forward reaction prediction with 1.9M reactions from USPTO patents (1976-2016). Predict the product of the given reaction. (1) The product is: [CH3:35][C@@:33]1([CH2:36][O:1][C:2]2[CH:7]=[CH:6][C:5]([CH:8]3[CH2:9][CH2:10][N:11]([C:14]([O:16][C:17]([CH3:20])([CH3:19])[CH3:18])=[O:15])[CH2:12][CH2:13]3)=[CH:4][CH:3]=2)[O:34][C:24]2=[N:28][C:27]([N+:29]([O-:31])=[O:30])=[CH:26][N:25]2[CH2:32]1. Given the reactants [OH:1][C:2]1[CH:7]=[CH:6][C:5]([CH:8]2[CH2:13][CH2:12][N:11]([C:14]([O:16][C:17]([CH3:20])([CH3:19])[CH3:18])=[O:15])[CH2:10][CH2:9]2)=[CH:4][CH:3]=1.[H-].[Na+].Cl[C:24]1[N:25]([CH2:32][C@:33]2([CH3:36])[CH2:35][O:34]2)[CH:26]=[C:27]([N+:29]([O-:31])=[O:30])[N:28]=1, predict the reaction product. (2) The product is: [CH3:20][O:19][C:12]1[CH:13]=[CH:14][CH:15]=[C:16]([O:17][CH3:18])[C:11]=1[CH:2]1[N:1]([CH2:32][C:30]2[CH:29]=[N:28][N:27]([C:21]3[CH:22]=[CH:23][CH:24]=[CH:25][CH:26]=3)[CH:31]=2)[C:7](=[O:9])[CH2:6][CH2:5][CH2:4][CH2:3]1. Given the reactants [NH2:1][CH:2]([C:11]1[C:16]([O:17][CH3:18])=[CH:15][CH:14]=[CH:13][C:12]=1[O:19][CH3:20])[CH2:3][CH2:4][CH2:5][CH2:6][C:7]([O:9]C)=O.[C:21]1([N:27]2[CH:31]=[C:30]([CH:32]=O)[CH:29]=[N:28]2)[CH:26]=[CH:25][CH:24]=[CH:23][CH:22]=1, predict the reaction product. (3) Given the reactants [NH:1]1[C:9]2[C:4](=[CH:5][CH:6]=[C:7]([C:10]3[N:11]=[C:12]4[CH:17]=[CH:16][C:15]([C:18]5[CH:19]=[C:20]([CH2:24][OH:25])[CH:21]=[CH:22][CH:23]=5)=[CH:14][N:13]4[CH:26]=3)[CH:8]=2)[CH:3]=[CH:2]1.[ClH:27], predict the reaction product. The product is: [ClH:27].[NH:1]1[C:9]2[C:4](=[CH:5][CH:6]=[C:7]([C:10]3[N:11]=[C:12]4[CH:17]=[CH:16][C:15]([C:18]5[CH:19]=[C:20]([CH2:24][OH:25])[CH:21]=[CH:22][CH:23]=5)=[CH:14][N:13]4[CH:26]=3)[CH:8]=2)[CH:3]=[CH:2]1. (4) Given the reactants ClC(OC(C)C)=O.FC(F)(F)C(O)=O.N1CCC(N2C3=NC=NC(OC4C=CC=CC=4C#N)=C3C=N2)CC1.[C:39]([O:43][C:44]([N:46]1[CH2:51][CH2:50][CH:49]([N:52]2[C:56]3=[N:57][CH:58]=[N:59][C:60]([O:61][C:62]4[CH:67]=[CH:66][CH:65]=[CH:64][C:63]=4[C:68]#[N:69])=[C:55]3[CH:54]=[N:53]2)[CH2:48][CH2:47]1)=[O:45])(C)([CH3:41])[CH3:40].FC(F)(F)C(O)=O.C(OC1C=CC(OC2N=CN=C3N(C4CCNCC4)N=CC=23)=C(F)C=1)C.C(N(C(C)C)CC)(C)C, predict the reaction product. The product is: [CH:39]([O:43][C:44]([N:46]1[CH2:47][CH2:48][CH:49]([N:52]2[C:56]3=[N:57][CH:58]=[N:59][C:60]([O:61][C:62]4[CH:67]=[CH:66][CH:65]=[CH:64][C:63]=4[C:68]#[N:69])=[C:55]3[CH:54]=[N:53]2)[CH2:50][CH2:51]1)=[O:45])([CH3:41])[CH3:40]. (5) Given the reactants [Si:1](Cl)([C:4]([CH3:7])([CH3:6])[CH3:5])([CH3:3])[CH3:2].[OH:9][C:10]1[CH:15]=[CH:14][C:13]([CH2:16][C:17](=[O:19])[CH3:18])=[CH:12][CH:11]=1.N1C=CN=C1, predict the reaction product. The product is: [Si:1]([O:9][C:10]1[CH:11]=[CH:12][C:13]([CH2:16][C:17]([CH3:18])=[O:19])=[CH:14][CH:15]=1)([C:4]([CH3:7])([CH3:6])[CH3:5])([CH3:3])[CH3:2]. (6) The product is: [Cl:8][C:4]1[CH:3]=[C:2]([C:11]#[C:12][CH3:13])[CH:7]=[CH:6][N:5]=1. Given the reactants Br[C:2]1[CH:7]=[CH:6][N:5]=[C:4]([Cl:8])[CH:3]=1.C[Si](C)(C)[C:11]#[C:12][CH3:13].CCCC[N+](CCCC)(CCCC)CCCC.[F-], predict the reaction product.